From a dataset of Full USPTO retrosynthesis dataset with 1.9M reactions from patents (1976-2016). Predict the reactants needed to synthesize the given product. (1) Given the product [NH:34]1[C:38]2[CH:39]=[CH:40][CH:41]=[CH:42][C:37]=2[N:36]=[C:35]1[CH:43]([NH:55][C:20]([NH:3][C@H:4]1[CH2:9][CH2:8][C@H:7]([OH:10])[CH2:6][CH2:5]1)=[O:21])[C:44]([C:47]1[CH:48]=[CH:49][C:50]([O:53][CH3:54])=[CH:51][CH:52]=1)([CH3:46])[CH3:45], predict the reactants needed to synthesize it. The reactants are: N#N.[NH2:3][C@H:4]1[CH2:9][CH2:8][C@H:7]([OH:10])[CH2:6][CH2:5]1.CCN(C(C)C)C(C)C.[C:20](N1C=CN=C1)(N1C=CN=C1)=[O:21].Cl.Cl.[NH:34]1[C:38]2[CH:39]=[CH:40][CH:41]=[CH:42][C:37]=2[N:36]=[C:35]1[CH:43]([NH2:55])[C:44]([C:47]1[CH:52]=[CH:51][C:50]([O:53][CH3:54])=[CH:49][CH:48]=1)([CH3:46])[CH3:45]. (2) The reactants are: [O:1]=[C:2]1[N:6]([CH2:7][C:8]2[CH:13]=[CH:12][CH:11]=[CH:10][CH:9]=2)[CH2:5][CH2:4][N:3]1[CH2:14][C:15]([O:17]C(C)(C)C)=[O:16].FC(F)(F)C(O)=O. Given the product [O:1]=[C:2]1[N:6]([CH2:7][C:8]2[CH:13]=[CH:12][CH:11]=[CH:10][CH:9]=2)[CH2:5][CH2:4][N:3]1[CH2:14][C:15]([OH:17])=[O:16], predict the reactants needed to synthesize it. (3) Given the product [CH2:16]([O:23][C:24]1[CH:41]=[CH:40][C:39]([N:42]2[CH2:47][CH2:46][CH2:45][CH2:44][CH2:43]2)=[CH:38][C:25]=1[C:26]([NH:28][C:29]1[CH:34]=[C:33]([C:1]2[CH:6]=[CH:5][CH:4]=[CH:3][CH:2]=2)[CH:32]=[CH:31][C:30]=1[C:36]#[N:37])=[O:27])[C:17]1[CH:22]=[CH:21][CH:20]=[CH:19][CH:18]=1, predict the reactants needed to synthesize it. The reactants are: [C:1]1(OB=O)[CH:6]=[CH:5][CH:4]=[CH:3][CH:2]=1.C(=O)([O-])[O-].[Na+].[Na+].[CH2:16]([O:23][C:24]1[CH:41]=[CH:40][C:39]([N:42]2[CH2:47][CH2:46][CH2:45][CH2:44][CH2:43]2)=[CH:38][C:25]=1[C:26]([NH:28][C:29]1[CH:34]=[C:33](Cl)[CH:32]=[CH:31][C:30]=1[C:36]#[N:37])=[O:27])[C:17]1[CH:22]=[CH:21][CH:20]=[CH:19][CH:18]=1.C(O)(=O)CC(CC(O)=O)(C(O)=O)O. (4) The reactants are: Br[C:2]1[CH:3]=[C:4]2[C:13](=[CH:14][C:15]=1[C:16]([F:19])([F:18])[F:17])[O:12][CH2:11][C:10]1[N:5]2[CH:6]([CH3:29])[C:7](=[O:28])[N:8]([CH2:20][O:21][CH2:22][CH2:23][Si:24]([CH3:27])([CH3:26])[CH3:25])[N:9]=1.[CH3:30][C:31]1([CH3:47])[C:35]([CH3:37])([CH3:36])[O:34][B:33]([B:33]2[O:34][C:35]([CH3:37])([CH3:36])[C:31]([CH3:47])([CH3:30])[O:32]2)[O:32]1.CC([O-])=O.[K+]. Given the product [CH3:29][CH:6]1[N:5]2[C:10]([CH2:11][O:12][C:13]3[C:4]2=[CH:3][C:2]([B:33]2[O:34][C:35]([CH3:37])([CH3:36])[C:31]([CH3:47])([CH3:30])[O:32]2)=[C:15]([C:16]([F:19])([F:18])[F:17])[CH:14]=3)=[N:9][N:8]([CH2:20][O:21][CH2:22][CH2:23][Si:24]([CH3:27])([CH3:25])[CH3:26])[C:7]1=[O:28], predict the reactants needed to synthesize it. (5) Given the product [Cl:18][C:19]1[CH:24]=[CH:23][CH:22]=[C:21]([Cl:25])[C:20]=1[NH:26][C:27](=[O:28])[NH:1][C:2]1[CH:7]=[CH:6][C:5]([CH2:8][C:9]([O:11][C:12]([CH3:14])([CH3:13])[CH3:15])=[O:10])=[CH:4][C:3]=1[O:16][CH3:17], predict the reactants needed to synthesize it. The reactants are: [NH2:1][C:2]1[CH:7]=[CH:6][C:5]([CH2:8][C:9]([O:11][C:12]([CH3:15])([CH3:14])[CH3:13])=[O:10])=[CH:4][C:3]=1[O:16][CH3:17].[Cl:18][C:19]1[CH:24]=[CH:23][CH:22]=[C:21]([Cl:25])[C:20]=1[N:26]=[C:27]=[O:28].CCN(CC)CC. (6) Given the product [Cl:1][C:2]1[C:3]2[CH:24]=[CH:23][C:22]([O:25][CH3:26])=[CH:21][C:4]=2[S:5][C:6]=1[C:7]([NH:9][C@@H:10]([CH2:14][C:15]1[CH:20]=[CH:19][CH:18]=[CH:17][CH:16]=1)[C:11]([OH:13])=[O:12])=[O:8], predict the reactants needed to synthesize it. The reactants are: [Cl:1][C:2]1[C:3]2[CH:24]=[CH:23][C:22]([O:25][CH3:26])=[CH:21][C:4]=2[S:5][C:6]=1[C:7]([NH:9][C@H:10]([CH2:14][C:15]1[CH:20]=[CH:19][CH:18]=[CH:17][CH:16]=1)[C:11]([OH:13])=[O:12])=[O:8].C(OC(=O)[C@H](CC1C=CC=CC=1)N)(C)(C)C.